From a dataset of Reaction yield outcomes from USPTO patents with 853,638 reactions. Predict the reaction yield, written as a fraction of the theoretical maximum amount of product (1.0 means a 100% yield; for example, 0.34 means a 34% yield). (1) The reactants are C(NC(C)C)(C)C.C([Li])CCC.[C:13]([C:15]1[C:20]([F:21])=[CH:19][CH:18]=[CH:17][N:16]=1)#[N:14].[I:22]I. The catalyst is C1COCC1.C(OCC)(=O)C. The product is [F:21][C:20]1[C:15]([C:13]#[N:14])=[N:16][CH:17]=[CH:18][C:19]=1[I:22]. The yield is 0.315. (2) The reactants are Cl.[F:2][C:3]1[C:4]([F:19])=[CH:5][C:6]2[N:15]=[C:14]([NH2:16])[C:13]3[CH:12]=[C:11]([CH3:17])[S:10][C:9]=3[NH:8][C:7]=2[CH:18]=1.[CH3:20][O:21][CH2:22][CH2:23][C@H:24]1[CH2:29]N[CH2:27][CH2:26][NH:25]1. The catalyst is CS(C)=O.C1(C)C=CC=CC=1.O.C(OCC)(=O)C. The product is [F:2][C:3]1[C:4]([F:19])=[CH:5][C:6]2[N:15]=[C:14]([N:16]3[CH2:27][CH2:26][NH:25][C@@H:24]([CH2:23][CH2:22][O:21][CH3:20])[CH2:29]3)[C:13]3[CH:12]=[C:11]([CH3:17])[S:10][C:9]=3[NH:8][C:7]=2[CH:18]=1. The yield is 0.380. (3) The reactants are [CH3:1][O:2][CH2:3][O:4][C:5]1[CH:10]=[CH:9][C:8](/[CH:11]=[CH:12]/[C:13]([NH:15][CH2:16][CH2:17][CH2:18][CH2:19][CH2:20][CH2:21][CH2:22][CH2:23][CH3:24])=[O:14])=[CH:7][CH:6]=1.[N-:25]=[N+:26]=[N-:27].[Na+].[N+]([O-])([O-])=O.[Ce+4].[NH4+].[NH4+].[N+]([O-])([O-])=O.[N+]([O-])([O-])=O.[N+]([O-])([O-])=O.[N+]([O-])([O-])=O.[N+]([O-])([O-])=O.[H-].[Na+]. The catalyst is C(#N)C.O. The product is [N:25](/[C:12](=[CH:11]\[C:8]1[CH:9]=[CH:10][C:5]([O:4][CH2:3][O:2][CH3:1])=[CH:6][CH:7]=1)/[C:13]([NH:15][CH2:16][CH2:17][CH2:18][CH2:19][CH2:20][CH2:21][CH2:22][CH2:23][CH3:24])=[O:14])=[N+:26]=[N-:27]. The yield is 0.740.